This data is from TCR-epitope binding with 47,182 pairs between 192 epitopes and 23,139 TCRs. The task is: Binary Classification. Given a T-cell receptor sequence (or CDR3 region) and an epitope sequence, predict whether binding occurs between them. (1) The epitope is MPASWVMRI. The TCR CDR3 sequence is CASSQVLAASSYNEQFF. Result: 1 (the TCR binds to the epitope). (2) The epitope is VVYRGTTTY. The TCR CDR3 sequence is CASSLAWGRDYTEAFF. Result: 0 (the TCR does not bind to the epitope). (3) The epitope is YLQPRTFLL. The TCR CDR3 sequence is CALFRDRNTGELFF. Result: 1 (the TCR binds to the epitope). (4) The epitope is QVPLRPMTYK. The TCR CDR3 sequence is CASSRTDFTAGELFF. Result: 1 (the TCR binds to the epitope). (5) The epitope is YLDAYNMMI. The TCR CDR3 sequence is CASSSTRYNEQFF. Result: 0 (the TCR does not bind to the epitope).